This data is from Catalyst prediction with 721,799 reactions and 888 catalyst types from USPTO. The task is: Predict which catalyst facilitates the given reaction. (1) Reactant: [Br:1][C:2]1[CH:3]=[C:4]([CH2:39][C:40]([OH:42])=[O:41])[CH:5]=[C:6]([Br:38])[C:7]=1[O:8][C:9]1[CH:14]=[C:13]([CH:15]([CH3:17])[CH3:16])[C:12]([O:18][CH3:19])=[CH:11][C:10]=1[CH:20]([O:28][C:29]1[CH:34]=[CH:33][C:32]([N+:35]([O-])=O)=[CH:31][CH:30]=1)[C:21]1[CH:26]=[CH:25][CH:24]=[C:23]([CH3:27])[CH:22]=1.[O-]S(S([O-])=O)=O.[Na+].[Na+]. Product: [Br:1][C:2]1[CH:3]=[C:4]([CH2:39][C:40]([OH:42])=[O:41])[CH:5]=[C:6]([Br:38])[C:7]=1[O:8][C:9]1[CH:14]=[C:13]([CH:15]([CH3:17])[CH3:16])[C:12]([O:18][CH3:19])=[CH:11][C:10]=1[CH:20]([O:28][C:29]1[CH:30]=[CH:31][C:32]([NH2:35])=[CH:33][CH:34]=1)[C:21]1[CH:26]=[CH:25][CH:24]=[C:23]([CH3:27])[CH:22]=1. The catalyst class is: 8. (2) Reactant: [NH2:1][C:2]1[C:10]([CH3:11])=[CH:9][C:8](I)=[CH:7][C:3]=1[C:4]([OH:6])=[O:5].[Cu](C#N)[C:14]#[N:15]. Product: [NH2:1][C:2]1[C:10]([CH3:11])=[CH:9][C:8]([C:14]#[N:15])=[CH:7][C:3]=1[C:4]([OH:6])=[O:5]. The catalyst class is: 9.